Dataset: Catalyst prediction with 721,799 reactions and 888 catalyst types from USPTO. Task: Predict which catalyst facilitates the given reaction. Reactant: [C:1]([C:4]1[CH:34]=[CH:33][C:7]([CH2:8][CH:9]([CH:17]=[CH:18][C:19]2[CH:24]=[CH:23][CH:22]=[CH:21][C:20]=2[O:25][CH2:26][CH2:27][CH2:28][CH2:29][CH2:30][CH2:31][CH3:32])[CH2:10][CH2:11][CH2:12][CH2:13][C:14]([OH:16])=[O:15])=[CH:6][CH:5]=1)([OH:3])=[O:2].[H][H]. Product: [C:1]([C:4]1[CH:5]=[CH:6][C:7]([CH2:8][CH:9]([CH2:17][CH2:18][C:19]2[CH:24]=[CH:23][CH:22]=[CH:21][C:20]=2[O:25][CH2:26][CH2:27][CH2:28][CH2:29][CH2:30][CH2:31][CH3:32])[CH2:10][CH2:11][CH2:12][CH2:13][C:14]([OH:16])=[O:15])=[CH:33][CH:34]=1)([OH:3])=[O:2]. The catalyst class is: 153.